Dataset: Reaction yield outcomes from USPTO patents with 853,638 reactions. Task: Predict the reaction yield, written as a fraction of the theoretical maximum amount of product (1.0 means a 100% yield; for example, 0.34 means a 34% yield). (1) The reactants are [NH:1]1[CH2:5][CH2:4][CH2:3][CH2:2]1.[Br:6][C:7]1[CH:12]=[CH:11][C:10]([S:13](Cl)(=[O:15])=[O:14])=[CH:9][CH:8]=1.[OH-].[Na+]. The catalyst is C(Cl)Cl. The product is [Br:6][C:7]1[CH:12]=[CH:11][C:10]([S:13]([N:1]2[CH2:5][CH2:4][CH2:3][CH2:2]2)(=[O:15])=[O:14])=[CH:9][CH:8]=1. The yield is 0.980. (2) The reactants are [OH:1][C:2]1[CH:9]=[CH:8][C:7]([O:10][C:11]2[CH:16]=[CH:15][CH:14]=[CH:13][CH:12]=2)=[CH:6][C:3]=1[CH:4]=O.CC([O-])=O.[K+].Cl.[NH2:23][OH:24]. The catalyst is C1COCC1. The product is [OH:1][C:2]1[CH:9]=[CH:8][C:7]([O:10][C:11]2[CH:16]=[CH:15][CH:14]=[CH:13][CH:12]=2)=[CH:6][C:3]=1[CH:4]=[N:23][OH:24]. The yield is 0.820. (3) The reactants are C(Cl)(=O)C(Cl)=O.CS(C)=O.[F:11][C:12]1[CH:17]=[CH:16][C:15]([CH:18]([OH:27])[CH:19]([C:21]2[CH:26]=[CH:25][N:24]=[CH:23][CH:22]=2)[OH:20])=[CH:14][CH:13]=1.C(N(CC)CC)C. The catalyst is C(Cl)Cl.CS(C)=O.C(Cl)Cl.O. The product is [F:11][C:12]1[CH:17]=[CH:16][C:15]([C:18](=[O:27])[C:19]([C:21]2[CH:22]=[CH:23][N:24]=[CH:25][CH:26]=2)=[O:20])=[CH:14][CH:13]=1. The yield is 0.940. (4) The reactants are [F-].C([N+](CCCC)(CCCC)CCCC)CCC.[Si]([O:26][C:27]1[CH:57]=[CH:56][C:30]([CH2:31]/[C:32](=[C:37](\[C@H:42]2[CH2:47][CH2:46][C@@H:45]([O:48][Si:49]([C:52]([CH3:55])([CH3:54])[CH3:53])([CH3:51])[CH3:50])[CH2:44][CH2:43]2)/[C:38]([O:40][CH3:41])=[O:39])/[C:33]([O:35][CH3:36])=[O:34])=[CH:29][CH:28]=1)(C(C)(C)C)(C)C. The catalyst is C1COCC1. The product is [Si:49]([O:48][C@@H:45]1[CH2:46][CH2:47][C@H:42](/[C:37](=[C:32](\[CH2:31][C:30]2[CH:29]=[CH:28][C:27]([OH:26])=[CH:57][CH:56]=2)/[C:33]([O:35][CH3:36])=[O:34])/[C:38]([O:40][CH3:41])=[O:39])[CH2:43][CH2:44]1)([C:52]([CH3:55])([CH3:54])[CH3:53])([CH3:51])[CH3:50]. The yield is 0.800. (5) The reactants are [CH3:1][C:2]1[C:11]([C:12]([O:14][CH3:15])=[O:13])=[CH:10][N:9]2[C:3]=1[C:4]([NH:6][CH2:7][NH:8]2)=O.P(Cl)(Cl)([Cl:18])=O.CCN(C(C)C)C(C)C. The catalyst is C1(C)C=CC=CC=1. The product is [CH3:1][C:2]1[C:11]([C:12]([O:14][CH3:15])=[O:13])=[CH:10][N:9]2[C:3]=1[C:4]([Cl:18])=[N:6][CH:7]=[N:8]2. The yield is 0.710. (6) The reactants are [CH2:1]([O:5][C:6]([NH:8][S:9]([C:12]1[S:13][C:14]([CH2:33][CH:34]([CH3:36])[CH3:35])=[CH:15][C:16]=1[C:17]1[CH:22]=[CH:21][CH:20]=[C:19]([CH2:23][N:24]2C3=NC=CC=C3N=C2)[CH:18]=1)(=[O:11])=[O:10])=[O:7])[CH2:2][CH2:3][CH3:4].B(Cl)(Cl)Cl.[N:41]1([C:46]2[CH:51]=[CH:50][CH:49]=[CH:48][N:47]=2)[CH2:45]CCC1.ClC(OCCCC)=O.C(O)(=O)CC(CC(O)=O)(C(O)=O)O. The catalyst is C(Cl)Cl. The product is [CH2:1]([O:5][C:6]([NH:8][S:9]([C:12]1[S:13][C:14]([CH2:33][CH:34]([CH3:35])[CH3:36])=[CH:15][C:16]=1[C:17]1[CH:22]=[CH:21][CH:20]=[C:19]([CH2:23][N:24]2[C:51]3[C:46](=[N:47][CH:48]=[CH:49][CH:50]=3)[N:41]=[CH:45]2)[CH:18]=1)(=[O:11])=[O:10])=[O:7])[CH2:2][CH2:3][CH3:4]. The yield is 0.580. (7) The reactants are Br.[CH2:2]([C:4]1[N:5]=[C:6]([C@@H:9]([NH2:20])[CH2:10][C:11]2[CH:16]=[CH:15][C:14]([N+:17]([O-:19])=[O:18])=[CH:13][CH:12]=2)[S:7][CH:8]=1)[CH3:3].CCN(CC)CC.[CH2:28]([N:35]=[C:36]=[O:37])[C:29]1[CH:34]=[CH:33][CH:32]=[CH:31][CH:30]=1. The catalyst is C(Cl)Cl. The product is [CH2:28]([NH:35][C:36]([NH:20][C@H:9]([C:6]1[S:7][CH:8]=[C:4]([CH2:2][CH3:3])[N:5]=1)[CH2:10][C:11]1[CH:16]=[CH:15][C:14]([N+:17]([O-:19])=[O:18])=[CH:13][CH:12]=1)=[O:37])[C:29]1[CH:34]=[CH:33][CH:32]=[CH:31][CH:30]=1. The yield is 0.960. (8) The reactants are [CH3:1][OH:2].[Cl:3][C:4]1[CH:5]=[CH:6][C:7]([F:13])=[C:8]([CH:12]=1)[C:9](Cl)=[O:10]. The catalyst is ClCCl. The product is [CH3:1][O:2][C:9](=[O:10])[C:8]1[CH:12]=[C:4]([Cl:3])[CH:5]=[CH:6][C:7]=1[F:13]. The yield is 1.00. (9) The reactants are C(O)(=O)C.[C:5]([O:9][C:10](=[O:19])[NH:11][CH:12]1[CH2:17][CH2:16][C:15](=O)[CH2:14][CH2:13]1)([CH3:8])([CH3:7])[CH3:6].C(O[BH-](OC(=O)C)OC(=O)C)(=O)C.[Na+].[N:34]1[C:43]2[C@@H:42]([NH2:44])[CH2:41][CH2:40][CH2:39][C:38]=2[CH:37]=[CH:36][CH:35]=1. The catalyst is O1CCCC1.C(Cl)Cl. The product is [C:5]([O:9][C:10](=[O:19])[NH:11][C@H:12]1[CH2:17][CH2:16][C@H:15]([NH:44][C@@H:42]2[C:43]3[N:34]=[CH:35][CH:36]=[CH:37][C:38]=3[CH2:39][CH2:40][CH2:41]2)[CH2:14][CH2:13]1)([CH3:8])([CH3:7])[CH3:6]. The yield is 0.300. (10) The reactants are [NH2:1][C:2]1[CH:7]=[CH:6][C:5]([C:8]2[N:13]=[C:12]([N:14]3[CH2:19][CH2:18][O:17][CH2:16][CH2:15]3)[N:11]=[C:10]([C:20]3[CH:25]=[CH:24][C:23]([NH:26][C:27]([NH:29][CH3:30])=[O:28])=[CH:22][CH:21]=3)[N:9]=2)=[CH:4][CH:3]=1.[C:31]([C:34]1[CH:35]=[C:36]([NH:40][C:41](=[O:49])OC2C=CC=CC=2)[CH:37]=[CH:38][CH:39]=1)(=[O:33])[NH2:32]. No catalyst specified. The product is [CH3:30][NH:29][C:27]([NH:26][C:23]1[CH:22]=[CH:21][C:20]([C:10]2[N:11]=[C:12]([N:14]3[CH2:15][CH2:16][O:17][CH2:18][CH2:19]3)[N:13]=[C:8]([C:5]3[CH:4]=[CH:3][C:2]([NH:1][C:41]([NH:40][C:36]4[CH:35]=[C:34]([CH:39]=[CH:38][CH:37]=4)[C:31]([NH2:32])=[O:33])=[O:49])=[CH:7][CH:6]=3)[N:9]=2)=[CH:25][CH:24]=1)=[O:28]. The yield is 0.0400.